Dataset: Forward reaction prediction with 1.9M reactions from USPTO patents (1976-2016). Task: Predict the product of the given reaction. (1) Given the reactants [N:1]1[N:8]2[C:4]([O:5][C:6]3[CH2:12][O:11][CH2:10][CH2:9][C:7]=32)=[CH:3][C:2]=1[CH2:13][OH:14], predict the reaction product. The product is: [N:1]1[N:8]2[C:4]([O:5][C:6]3[CH2:12][O:11][CH2:10][CH2:9][C:7]=32)=[CH:3][C:2]=1[CH:13]=[O:14]. (2) The product is: [CH2:18]([O:10][C:9](=[O:11])[CH2:8][C:5]1[CH:4]=[CH:3][C:2]([Br:1])=[CH:7][CH:6]=1)[C:19]1[CH:24]=[CH:23][CH:22]=[CH:21][CH:20]=1. Given the reactants [Br:1][C:2]1[CH:7]=[CH:6][C:5]([CH2:8][C:9]([OH:11])=[O:10])=[CH:4][CH:3]=1.C([O-])([O-])=O.[Cs+].[Cs+].[CH2:18](Br)[C:19]1[CH:24]=[CH:23][CH:22]=[CH:21][CH:20]=1, predict the reaction product. (3) Given the reactants [CH2:1]([O:4][CH2:5][C:6]1[O:10][N:9]=[C:8]([C:11]([O:13]CC)=[O:12])[CH:7]=1)[C:2]#[CH:3].C(O)C.[OH-].[Li+], predict the reaction product. The product is: [CH2:1]([O:4][CH2:5][C:6]1[O:10][N:9]=[C:8]([C:11]([OH:13])=[O:12])[CH:7]=1)[C:2]#[CH:3]. (4) Given the reactants F[C:2]1[CH:3]=[C:4]2[C:9](=[CH:10][C:11]=1[N+:12]([O-:14])=[O:13])[NH:8][C:7](=[O:15])[N:6]([NH:16][S:17]([CH3:20])(=[O:19])=[O:18])[C:5]2=[O:21].[NH2:22][C@@H:23]([CH2:26][C:27]1[N:28]=[CH:29][NH:30][CH:31]=1)[CH2:24][OH:25], predict the reaction product. The product is: [OH:25][CH2:24][C@@H:23]([NH:22][C:2]1[CH:3]=[C:4]2[C:9](=[CH:10][C:11]=1[N+:12]([O-:14])=[O:13])[NH:8][C:7](=[O:15])[N:6]([NH:16][S:17]([CH3:20])(=[O:19])=[O:18])[C:5]2=[O:21])[CH2:26][C:27]1[N:28]=[CH:29][NH:30][CH:31]=1. (5) Given the reactants [H-].[Na+].[F:3][C:4]([F:19])([F:18])[C:5]([NH:7][C:8]1[CH:13]=[CH:12][C:11]([CH3:14])=[CH:10][C:9]=1[N+:15]([O-:17])=[O:16])=[O:6].[CH3:20][O:21][C:22](=[O:31])[C:23]1[CH:28]=[CH:27][C:26]([CH2:29]Br)=[CH:25][CH:24]=1, predict the reaction product. The product is: [CH3:20][O:21][C:22](=[O:31])[C:23]1[CH:28]=[CH:27][C:26]([CH2:29][N:7]([C:8]2[CH:13]=[CH:12][C:11]([CH3:14])=[CH:10][C:9]=2[N+:15]([O-:17])=[O:16])[C:5](=[O:6])[C:4]([F:18])([F:19])[F:3])=[CH:25][CH:24]=1. (6) Given the reactants [Cl:1][C:2]1[N:7]=[CH:6][C:5]2[CH:8]=[N:9][NH:10][C:4]=2[CH:3]=1.[H-].[Na+].[C:13](Cl)([C:26]1[CH:31]=[CH:30][CH:29]=[CH:28][CH:27]=1)([C:20]1[CH:25]=[CH:24][CH:23]=[CH:22][CH:21]=1)[C:14]1[CH:19]=[CH:18][CH:17]=[CH:16][CH:15]=1, predict the reaction product. The product is: [Cl:1][C:2]1[N:7]=[CH:6][C:5]2[CH:8]=[N:9][N:10]([C:13]([C:14]3[CH:19]=[CH:18][CH:17]=[CH:16][CH:15]=3)([C:26]3[CH:27]=[CH:28][CH:29]=[CH:30][CH:31]=3)[C:20]3[CH:21]=[CH:22][CH:23]=[CH:24][CH:25]=3)[C:4]=2[CH:3]=1. (7) Given the reactants [CH3:1][O:2][CH:3]([O:16][CH3:17])[CH2:4][NH:5][C:6](=[O:15])[O:7][CH2:8][C:9]1[CH:14]=[CH:13][CH:12]=[CH:11][CH:10]=1.[CH2:18](Br)[CH:19]=[CH2:20].[OH-].[Na+], predict the reaction product. The product is: [CH2:20]([N:5]([CH2:4][CH:3]([O:2][CH3:1])[O:16][CH3:17])[C:6](=[O:15])[O:7][CH2:8][C:9]1[CH:14]=[CH:13][CH:12]=[CH:11][CH:10]=1)[CH:19]=[CH2:18].